This data is from HIV replication inhibition screening data with 41,000+ compounds from the AIDS Antiviral Screen. The task is: Binary Classification. Given a drug SMILES string, predict its activity (active/inactive) in a high-throughput screening assay against a specified biological target. (1) The compound is Cl.O=C(NN=C(CCN1CCCC1)CC(c1ccccc1)c1c(O)c2ccccc2oc1=O)c1ccncc1. The result is 0 (inactive). (2) The molecule is CCC(CO)COC(=O)C=CC(=O)OCC(CC)CO. The result is 0 (inactive). (3) The molecule is O=C(NNC(=S)Nc1ccccc1)c1ccccc1Nc1ccccc1C(=O)NNC(=S)Nc1ccccc1. The result is 1 (active). (4) The molecule is CC=CC(O)C#Cc1cnc(OC)nc1OC. The result is 0 (inactive). (5) The drug is CC(=O)C(=Cc1ccccc1Br)C(=O)c1ccccc1. The result is 0 (inactive). (6) The compound is CC(O[Si](c1ccccc1)(c1ccccc1)C(C)(C)C)C(NC(=O)OC(C)(C)C)C(=O)O[Si](c1ccccc1)(c1ccccc1)C(C)(C)C. The result is 0 (inactive). (7) The result is 0 (inactive). The drug is CCOC(=O)C(=CNC(=S)Nc1c(CC)cccc1C(C)(C)C)C(=O)OCC.